This data is from Full USPTO retrosynthesis dataset with 1.9M reactions from patents (1976-2016). The task is: Predict the reactants needed to synthesize the given product. (1) Given the product [Br:1][C:2]1[CH:3]=[C:4]([CH:7]=[CH:8][C:9]=1[N:10]1[C:22]2[CH2:21][CH2:20][CH2:19][C:18](=[O:23])[C:17]=2[C:16]2[C:11]1=[CH:12][CH:13]=[CH:14][CH:15]=2)[C:5]([NH:25][OH:26])=[NH:6], predict the reactants needed to synthesize it. The reactants are: [Br:1][C:2]1[CH:3]=[C:4]([CH:7]=[CH:8][C:9]=1[N:10]1[C:22]2[CH2:21][CH2:20][CH2:19][C:18](=[O:23])[C:17]=2[C:16]2[C:11]1=[CH:12][CH:13]=[CH:14][CH:15]=2)[C:5]#[N:6].Cl.[NH2:25][OH:26].CO. (2) Given the product [F:1][C:2]1[CH:36]=[C:35]([F:37])[CH:34]=[CH:33][C:3]=1[O:4][C:5]1[CH:10]=[CH:9][C:8]([NH2:11])=[CH:7][C:6]=1[C:14]1[C:22]2[C:17](=[C:18]([O:30][CH3:31])[N:19]=[C:20]([CH2:23][N:24]3[CH2:25][CH2:26][O:27][CH2:28][CH2:29]3)[CH:21]=2)[N:16]([CH3:32])[CH:15]=1, predict the reactants needed to synthesize it. The reactants are: [F:1][C:2]1[CH:36]=[C:35]([F:37])[CH:34]=[CH:33][C:3]=1[O:4][C:5]1[CH:10]=[CH:9][C:8]([N+:11]([O-])=O)=[CH:7][C:6]=1[C:14]1[C:22]2[C:17](=[C:18]([O:30][CH3:31])[N:19]=[C:20]([CH2:23][N:24]3[CH2:29][CH2:28][O:27][CH2:26][CH2:25]3)[CH:21]=2)[N:16]([CH3:32])[CH:15]=1.[Cl-].[NH4+].C(O)C.O. (3) Given the product [N:24]12[CH2:29][CH2:28][CH:27]([CH2:26][CH2:25]1)[C@H:22]([NH:21][C:19]([C:18]1[CH:30]=[CH:31][C:15]([C:6]3[CH:7]=[CH:8][C:3]([C:2]([F:13])([F:12])[F:1])=[CH:4][CH:5]=3)=[CH:16][CH:17]=1)=[O:20])[CH2:23]2, predict the reactants needed to synthesize it. The reactants are: [F:1][C:2]([F:13])([F:12])[C:3]1[CH:8]=[CH:7][C:6](B(O)O)=[CH:5][CH:4]=1.I[C:15]1[CH:31]=[CH:30][C:18]([C:19]([NH:21][C@H:22]2[CH:27]3[CH2:28][CH2:29][N:24]([CH2:25][CH2:26]3)[CH2:23]2)=[O:20])=[CH:17][CH:16]=1.C(=O)([O-])[O-].[Cs+].[Cs+]. (4) Given the product [F:8][C:6]1[CH:5]=[C:4]([CH2:9][C:10]([NH:12][C@H:13]([C:15]([NH:18][C@@H:19]([CH2:24][CH2:25][C:26]2[CH:27]=[CH:28][CH:29]=[CH:30][CH:31]=2)[C:20]([O:22][CH3:23])=[O:21])=[O:17])[CH3:14])=[O:11])[CH:3]=[C:2]([F:1])[CH:7]=1, predict the reactants needed to synthesize it. The reactants are: [F:1][C:2]1[CH:3]=[C:4]([CH2:9][C:10]([NH:12][C@H:13]([C:15]([OH:17])=O)[CH3:14])=[O:11])[CH:5]=[C:6]([F:8])[CH:7]=1.[NH2:18][C@@H:19]([CH2:24][CH2:25][C:26]1[CH:31]=[CH:30][CH:29]=[CH:28][CH:27]=1)[C:20]([O:22][CH3:23])=[O:21].